From a dataset of NCI-60 drug combinations with 297,098 pairs across 59 cell lines. Regression. Given two drug SMILES strings and cell line genomic features, predict the synergy score measuring deviation from expected non-interaction effect. Drug 1: CCCS(=O)(=O)NC1=C(C(=C(C=C1)F)C(=O)C2=CNC3=C2C=C(C=N3)C4=CC=C(C=C4)Cl)F. Drug 2: N.N.Cl[Pt+2]Cl. Cell line: KM12. Synergy scores: CSS=1.88, Synergy_ZIP=1.04, Synergy_Bliss=1.12, Synergy_Loewe=-0.672, Synergy_HSA=-2.09.